Dataset: Forward reaction prediction with 1.9M reactions from USPTO patents (1976-2016). Task: Predict the product of the given reaction. (1) Given the reactants [F:1][C:2]1[CH:3]=[N:4][C:5]([O:17][C:18]2[CH:23]=[CH:22][CH:21]=[C:20]([S:24][CH3:25])[CH:19]=2)=[C:6]([CH:16]=1)[C:7]([NH:9][CH:10]1[CH2:15][CH2:14][NH:13][CH2:12][CH2:11]1)=[O:8].C(N(CC)CC)C.[CH:33]1([C:38](Cl)=[O:39])[CH2:37][CH2:36][CH2:35][CH2:34]1.Cl.CN(C)CCCN=C=NCC, predict the reaction product. The product is: [NH3:4].[F:1][C:2]1[CH:3]=[N:4][C:5]([O:17][C:18]2[CH:23]=[CH:22][CH:21]=[C:20]([S:24][CH3:25])[CH:19]=2)=[C:6]([CH:16]=1)[C:7]([NH:9][CH:10]1[CH2:11][CH2:12][N:13]([C:38]([CH:33]2[CH2:37][CH2:36][CH2:35][CH2:34]2)=[O:39])[CH2:14][CH2:15]1)=[O:8]. (2) Given the reactants [NH2:1][C:2]1[CH:42]=[CH:41][CH:40]=[CH:39][C:3]=1[CH2:4][NH:5][C:6](=O)[CH2:7][N:8]1[C:17](=[O:18])[C:16]2[N:15]([CH2:19][C:20]#[C:21][CH3:22])[C:14]([N:23]3[CH2:28][CH2:27][CH2:26][CH:25]([NH:29][C:30]([O:32][C:33]([CH3:36])([CH3:35])[CH3:34])=[O:31])[CH2:24]3)=[N:13][C:12]=2[N:11]([CH3:37])[C:9]1=[O:10], predict the reaction product. The product is: [N:1]1[C:2]2[C:3](=[CH:39][CH:40]=[CH:41][CH:42]=2)[CH2:4][NH:5][C:6]=1[CH2:7][N:8]1[C:17](=[O:18])[C:16]2[N:15]([CH2:19][C:20]#[C:21][CH3:22])[C:14]([N:23]3[CH2:28][CH2:27][CH2:26][CH:25]([NH:29][C:30]([O:32][C:33]([CH3:36])([CH3:35])[CH3:34])=[O:31])[CH2:24]3)=[N:13][C:12]=2[N:11]([CH3:37])[C:9]1=[O:10]. (3) Given the reactants [O:1]=[C:2]1[CH2:5][N:4]([C:6]([O:8][C:9]([CH3:12])([CH3:11])[CH3:10])=[O:7])[CH2:3]1.[CH3:13][O:14][C:15]1[CH:20]=[CH:19][C:18]([Mg]Br)=[CH:17][CH:16]=1.[Cl-].[NH4+], predict the reaction product. The product is: [OH:1][C:2]1([C:18]2[CH:19]=[CH:20][C:15]([O:14][CH3:13])=[CH:16][CH:17]=2)[CH2:5][N:4]([C:6]([O:8][C:9]([CH3:12])([CH3:11])[CH3:10])=[O:7])[CH2:3]1. (4) Given the reactants [O:1]=[C:2]1[C:10]2[C:5](=[CH:6][CH:7]=[CH:8][CH:9]=2)[C:4](=[O:11])[N:3]1[CH2:12][CH:13]1[N:18]([CH3:19])[CH2:17][CH2:16][N:15](C(OC(C)(C)C)=O)[CH2:14]1, predict the reaction product. The product is: [CH3:19][N:18]1[CH2:17][CH2:16][NH:15][CH2:14][CH:13]1[CH2:12][N:3]1[C:2](=[O:1])[C:10]2[C:5](=[CH:6][CH:7]=[CH:8][CH:9]=2)[C:4]1=[O:11].